Dataset: Catalyst prediction with 721,799 reactions and 888 catalyst types from USPTO. Task: Predict which catalyst facilitates the given reaction. (1) Reactant: [C:1]([O:5][C:6](=[O:18])[C:7]1[CH:12]=[CH:11][C:10]([CH:13]([C:15](O)=[O:16])[F:14])=[CH:9][CH:8]=1)([CH3:4])([CH3:3])[CH3:2].[CH3:19][N:20]1CCOCC1.C(Cl)(=O)C(Cl)=O.[OH-].[NH4+]. Product: [C:1]([O:5][C:6](=[O:18])[C:7]1[CH:12]=[CH:11][C:10]([CH:13]([F:14])[C:15](=[O:16])[NH:20][CH3:19])=[CH:9][CH:8]=1)([CH3:4])([CH3:3])[CH3:2]. The catalyst class is: 59. (2) Reactant: C[O:2][C:3]1[CH:8]=[CH:7][N:6]([C:9]([O:11][C:12]2[CH:17]=CC=C[CH:13]=2)=[O:10])[CH:5]([CH3:18])[CH:4]=1.[CH3:19]C(C)([O-])C.[K+]. Product: [CH3:18][CH:5]1[CH2:4][C:3](=[O:2])[CH:8]=[CH:7][N:6]1[C:9]([O:11][C:12]([CH3:13])([CH3:17])[CH3:19])=[O:10]. The catalyst class is: 7. (3) Reactant: FC(F)(F)C([NH:5][CH2:6][CH:7]1[CH2:12][CH2:11][N:10]([C:13]([C:15]2[N:20]=[C:19]([C:21]3[CH:30]=[CH:29][C:28]4[C:23](=[CH:24][CH:25]=[CH:26][CH:27]=4)[CH:22]=3)[CH:18]=[CH:17][N:16]=2)=[O:14])[CH2:9][CH2:8]1)=O.C(=O)([O-])[O-].[Na+].[Na+]. Product: [NH2:5][CH2:6][CH:7]1[CH2:12][CH2:11][N:10]([C:13]([C:15]2[N:20]=[C:19]([C:21]3[CH:30]=[CH:29][C:28]4[C:23](=[CH:24][CH:25]=[CH:26][CH:27]=4)[CH:22]=3)[CH:18]=[CH:17][N:16]=2)=[O:14])[CH2:9][CH2:8]1. The catalyst class is: 24. (4) Reactant: [Cl:1][C:2]1[C:15]([Cl:16])=[CH:14][C:5]2[NH:6][C:7]([CH2:9][C:10]([F:13])([F:12])[F:11])=[N:8][C:4]=2[CH:3]=1.C(=O)([O-])[O-].[K+].[K+].[N+:23]([C:26]1[CH:33]=[CH:32][CH:31]=[CH:30][C:27]=1[CH2:28]Br)([O-:25])=[O:24]. Product: [Cl:16][C:15]1[C:2]([Cl:1])=[CH:3][C:4]2[N:8]([CH2:28][C:27]3[CH:30]=[CH:31][CH:32]=[CH:33][C:26]=3[N+:23]([O-:25])=[O:24])[C:7]([CH2:9][C:10]([F:12])([F:13])[F:11])=[N:6][C:5]=2[CH:14]=1. The catalyst class is: 3. (5) Reactant: [CH3:1][N:2]([CH3:25])[CH2:3][CH2:4][N:5]1[C:9]([CH3:10])=[C:8]([C:11]2[NH:12][C:13]3[C:18]([C:19]=2[CH:20]=O)=[CH:17][C:16]([O:22][CH3:23])=[CH:15][CH:14]=3)[C:7]([CH3:24])=[N:6]1.[CH3:26][NH:27][C:28]([NH:30][C:31]1[CH:32]=[CH:33][C:34]2[O:38][CH2:37][C:36](=[O:39])[C:35]=2[CH:40]=1)=[O:29].CCOC(C)=O. Product: [CH3:25][N:2]([CH3:1])[CH2:3][CH2:4][N:5]1[C:9]([CH3:10])=[C:8]([C:11]2[NH:12][C:13]3[C:18]([C:19]=2/[CH:20]=[C:37]2\[O:38][C:34]4[CH:33]=[CH:32][C:31]([NH:30][C:28]([NH:27][CH3:26])=[O:29])=[CH:40][C:35]=4[C:36]\2=[O:39])=[CH:17][C:16]([O:22][CH3:23])=[CH:15][CH:14]=3)[C:7]([CH3:24])=[N:6]1. The catalyst class is: 422. (6) Reactant: [C:1]([O:5][C:6]([NH:8][C@H:9]([C:22]([O:24][CH:25]1[CH2:29][CH2:28][CH2:27][CH2:26]1)=[O:23])[CH2:10][CH2:11][C:12]([O:14][CH2:15][C:16]1[CH:21]=[CH:20][CH:19]=[CH:18][CH:17]=1)=[O:13])=[O:7])([CH3:4])([CH3:3])[CH3:2].[C:30](O[C:30]([O:32][C:33]([CH3:36])([CH3:35])[CH3:34])=[O:31])([O:32][C:33]([CH3:36])([CH3:35])[CH3:34])=[O:31]. Product: [C:1]([O:5][C:6]([N:8]([C:30]([O:32][C:33]([CH3:36])([CH3:35])[CH3:34])=[O:31])[C@H:9]([C:22]([O:24][CH:25]1[CH2:26][CH2:27][CH2:28][CH2:29]1)=[O:23])[CH2:10][CH2:11][C:12]([O:14][CH2:15][C:16]1[CH:21]=[CH:20][CH:19]=[CH:18][CH:17]=1)=[O:13])=[O:7])([CH3:4])([CH3:2])[CH3:3]. The catalyst class is: 616.